Dataset: Full USPTO retrosynthesis dataset with 1.9M reactions from patents (1976-2016). Task: Predict the reactants needed to synthesize the given product. (1) Given the product [CH2:1]([O:5][C:6]1[N:14]=[C:13]2[C:9]([N:10]=[C:11]([O:22][CH3:23])[N:12]2[CH2:15][CH2:16][CH2:17][CH2:18][CH2:19][CH2:20][N:25]2[CH2:30][CH2:29][CH2:28][CH2:27][CH2:26]2)=[C:8]([NH2:24])[N:7]=1)[CH2:2][CH2:3][CH3:4], predict the reactants needed to synthesize it. The reactants are: [CH2:1]([O:5][C:6]1[N:14]=[C:13]2[C:9]([N:10]=[C:11]([O:22][CH3:23])[N:12]2[CH2:15][CH2:16][CH2:17][CH2:18][CH2:19][CH2:20]Cl)=[C:8]([NH2:24])[N:7]=1)[CH2:2][CH2:3][CH3:4].[NH:25]1[CH2:30][CH2:29][CH2:28][CH2:27][CH2:26]1. (2) Given the product [CH3:13][O:2][C:1]([CH2:4][C:5]1[O:9][C:8]([C:10]([OH:12])=[O:11])=[CH:7][CH:6]=1)=[O:3], predict the reactants needed to synthesize it. The reactants are: [C:1]([CH2:4][C:5]1[O:9][C:8]([C:10]([OH:12])=[O:11])=[CH:7][CH:6]=1)([OH:3])=[O:2].[CH3:13]O. (3) Given the product [CH2:18]([O:22][C:23](=[O:25])[NH:24][C:15]([CH:13]1[C:12]2[CH:11]=[CH:10][CH:9]=[CH:8][C:7]=2[O:6][C:5]2[C:14]1=[CH:1][CH:2]=[CH:3][CH:4]=2)=[O:16])[CH2:19][CH2:20][CH3:21], predict the reactants needed to synthesize it. The reactants are: [CH:1]1[C:14]2[CH:13]([C:15](Cl)=[O:16])[C:12]3[C:7](=[CH:8][CH:9]=[CH:10][CH:11]=3)[O:6][C:5]=2[CH:4]=[CH:3][CH:2]=1.[CH2:18]([O:22][C:23](=[O:25])[NH2:24])[CH2:19][CH2:20][CH3:21]. (4) Given the product [Cl:25][C:26]1[CH:31]=[C:30]([N:6]2[CH2:5][C@@:4]3([CH2:10][C@@H:9]([C:11]([O:13][C:14]([CH3:16])([CH3:17])[CH3:15])=[O:12])[N:8]([C:18]([O:20][C:21]([CH3:24])([CH3:23])[CH3:22])=[O:19])[CH2:7]3)[O:3][C:2]2=[O:1])[CH:29]=[CH:28][CH:27]=1, predict the reactants needed to synthesize it. The reactants are: [O:1]=[C:2]1[NH:6][CH2:5][C:4]2([CH2:10][C@@H:9]([C:11]([O:13][C:14]([CH3:17])([CH3:16])[CH3:15])=[O:12])[N:8]([C:18]([O:20][C:21]([CH3:24])([CH3:23])[CH3:22])=[O:19])[CH2:7]2)[O:3]1.[Cl:25][C:26]1[CH:27]=[C:28](Br)[CH:29]=[CH:30][CH:31]=1. (5) Given the product [F:1][C:2]1[CH:3]=[C:4]2[C:8](=[CH:9][CH:10]=1)[NH:7][C:6](=[O:11])[C:5]2=[C:12]1[C:20]2[C:15](=[CH:16][C:17]([CH2:21][CH2:22][C:23]([NH:44][CH2:32][CH2:33][O:34][CH2:35][CH2:36][O:37][CH2:38][CH2:39][O:40][CH2:41][CH2:42][OH:43])=[O:24])=[CH:18][CH:19]=2)[CH2:14][O:13]1, predict the reactants needed to synthesize it. The reactants are: [F:1][C:2]1[CH:3]=[C:4]2[C:8](=[CH:9][CH:10]=1)[NH:7][C:6](=[O:11])[C:5]2=[C:12]1[C:20]2[C:15](=[CH:16][C:17]([CH2:21][CH2:22][C:23](O)=[O:24])=[CH:18][CH:19]=2)[CH2:14][O:13]1.C(Cl)(=O)C(Cl)=O.[CH2:32]([NH2:44])[CH2:33][O:34][CH2:35][CH2:36][O:37][CH2:38][CH2:39][O:40][CH2:41][CH2:42][OH:43]. (6) The reactants are: [CH:1]([O:4][C:5]1[C:14]2[C:9](=[CH:10][C:11]([CH2:15]OS(C)(=O)=O)=[CH:12][CH:13]=2)[CH:8]=[C:7]([NH:21][C:22]2[CH:26]=[C:25]([CH3:27])[N:24](S(C)(=O)=O)[N:23]=2)[N:6]=1)([CH3:3])[CH3:2].[NH:32]1[CH2:36][CH2:35][CH2:34][CH:33]1[C:37]([NH2:39])=[O:38].CCN(CC)CC. Given the product [CH:1]([O:4][C:5]1[C:14]2[C:9](=[CH:10][C:11]([CH2:15][N:32]3[CH2:36][CH2:35][CH2:34][CH:33]3[C:37]([NH2:39])=[O:38])=[CH:12][CH:13]=2)[CH:8]=[C:7]([NH:21][C:22]2[CH:26]=[C:25]([CH3:27])[NH:24][N:23]=2)[N:6]=1)([CH3:2])[CH3:3], predict the reactants needed to synthesize it. (7) The reactants are: [Cl:1][C:2]1[CH:3]=[CH:4][C:5]([O:14][CH3:15])=[C:6]([C:8]2[CH:9]=[N:10][NH:11][C:12]=2[NH2:13])[CH:7]=1.[H-].[Na+].Br[CH2:19][CH2:20][CH2:21]Br. Given the product [Cl:1][C:2]1[CH:3]=[CH:4][C:5]([O:14][CH3:15])=[C:6]([C:8]2[CH:9]=[N:10][N:11]3[CH2:21][CH2:20][CH2:19][NH:13][C:12]=23)[CH:7]=1, predict the reactants needed to synthesize it.